Dataset: Reaction yield outcomes from USPTO patents with 853,638 reactions. Task: Predict the reaction yield, written as a fraction of the theoretical maximum amount of product (1.0 means a 100% yield; for example, 0.34 means a 34% yield). (1) The reactants are [CH2:1]([O:3][C:4]1[CH:9]=[CH:8][C:7]([C:10]2[C:15]([N:16]3[CH2:22][CH2:21][C:20](=O)[N:19]([CH3:24])[CH2:18][CH2:17]3)=[CH:14][CH:13]=[C:12]([O:25][CH3:26])[N:11]=2)=[CH:6][CH:5]=1)[CH3:2].Br[Mg][C:29]1[CH:34]=[CH:33][C:32]([O:35][CH3:36])=[CH:31][CH:30]=1.[B-]C#N.[Na+].[OH-].[Na+]. The catalyst is C(O)(=O)C.C1COCC1. The product is [CH2:1]([O:3][C:4]1[CH:5]=[CH:6][C:7]([C:10]2[C:15]([N:16]3[CH2:22][CH2:21][CH:20]([C:29]4[CH:34]=[CH:33][C:32]([O:35][CH3:36])=[CH:31][CH:30]=4)[N:19]([CH3:24])[CH2:18][CH2:17]3)=[CH:14][CH:13]=[C:12]([O:25][CH3:26])[N:11]=2)=[CH:8][CH:9]=1)[CH3:2]. The yield is 0.140. (2) The reactants are [CH2:1]([C:5]1[C:9]([CH2:10][O:11][C:12]2[CH:20]=[CH:19][C:15]([C:16]([OH:18])=O)=[CH:14][N:13]=2)=[C:8]([CH3:21])[O:7][N:6]=1)[CH2:2][CH2:3][CH3:4].[NH:22]1[CH2:25][CH2:24][CH2:23]1. No catalyst specified. The product is [N:22]1([C:16]([C:15]2[CH:14]=[N:13][C:12]([O:11][CH2:10][C:9]3[C:5]([CH2:1][CH2:2][CH2:3][CH3:4])=[N:6][O:7][C:8]=3[CH3:21])=[CH:20][CH:19]=2)=[O:18])[CH2:25][CH2:24][CH2:23]1. The yield is 0.390.